From a dataset of Catalyst prediction with 721,799 reactions and 888 catalyst types from USPTO. Predict which catalyst facilitates the given reaction. (1) Reactant: C(N(CC)CC)C.Cl.[CH3:9][C:10](=[CH2:17])[C:11]([O:13][CH2:14][CH2:15][NH2:16])=[O:12].C1C2NC3C(=CC=CC=3)SC=2C=CC=1.[F:32][C:33]([F:39])([F:38])[S:34](Cl)(=[O:36])=[O:35]. Product: [CH3:17][C:10](=[CH2:9])[C:11]([O:13][CH2:14][CH2:15][NH:16][S:34]([C:33]([F:39])([F:38])[F:32])(=[O:36])=[O:35])=[O:12]. The catalyst class is: 10. (2) Reactant: [Cl:1][C:2]1[C:27]([O:28][C@@H:29]([CH3:34])[C:30]([O:32]C)=[O:31])=[CH:26][C:5]2[C:6]([C:9]3[C:10]([CH2:23][CH2:24][CH3:25])=[N:11][C:12]([O:15][C:16]4[CH:21]=[CH:20][C:19]([Cl:22])=[CH:18][CH:17]=4)=[CH:13][CH:14]=3)=[N:7][O:8][C:4]=2[CH:3]=1.[OH-].[Na+].C(O)(=O)C. Product: [Cl:1][C:2]1[C:27]([O:28][C@@H:29]([CH3:34])[C:30]([OH:32])=[O:31])=[CH:26][C:5]2[C:6]([C:9]3[C:10]([CH2:23][CH2:24][CH3:25])=[N:11][C:12]([O:15][C:16]4[CH:17]=[CH:18][C:19]([Cl:22])=[CH:20][CH:21]=4)=[CH:13][CH:14]=3)=[N:7][O:8][C:4]=2[CH:3]=1. The catalyst class is: 5. (3) Reactant: [C:1]([O:5][C:6]([NH:8][C:9]1[O:17][C:16]2[C:11](=[N:12][CH:13]=[C:14]([CH:18]3[CH2:23][CH2:22][O:21][CH2:20][CH2:19]3)[CH:15]=2)[C:10]=1[C:24]([O:26]CC)=[O:25])=[O:7])([CH3:4])([CH3:3])[CH3:2].O[Li].O.CO.Cl. Product: [C:1]([O:5][C:6]([NH:8][C:9]1[O:17][C:16]2[C:11](=[N:12][CH:13]=[C:14]([CH:18]3[CH2:23][CH2:22][O:21][CH2:20][CH2:19]3)[CH:15]=2)[C:10]=1[C:24]([OH:26])=[O:25])=[O:7])([CH3:4])([CH3:2])[CH3:3]. The catalyst class is: 677. (4) Reactant: Br[C:2]1[CH:3]=[N:4][CH:5]=[C:6]([N:8]2[CH:12]=[N:11][N:10]=[CH:9]2)[CH:7]=1.[B:13]1([B:13]2[O:17][C:16]([CH3:19])([CH3:18])[C:15]([CH3:21])([CH3:20])[O:14]2)[O:17][C:16]([CH3:19])([CH3:18])[C:15]([CH3:21])([CH3:20])[O:14]1.C([O-])(=O)C.[K+]. Product: [CH3:20][C:15]1([CH3:21])[C:16]([CH3:19])([CH3:18])[O:17][B:13]([C:2]2[CH:3]=[N:4][CH:5]=[C:6]([N:8]3[CH:12]=[N:11][N:10]=[CH:9]3)[CH:7]=2)[O:14]1. The catalyst class is: 12. (5) Reactant: [Br:1][C:2]1[CH:3]=[C:4]([N+:11]([O-:13])=[O:12])[CH:5]=[C:6]2[C:10]=1[NH:9][CH:8]=[CH:7]2.[CH3:14][C:15]([CH3:18])([O-])[CH3:16].[K+].ICC(C)C.Cl. Product: [Br:1][C:2]1[CH:3]=[C:4]([N+:11]([O-:13])=[O:12])[CH:5]=[C:6]2[C:10]=1[N:9]([CH2:14][CH:15]([CH3:18])[CH3:16])[CH:8]=[CH:7]2. The catalyst class is: 288. (6) The catalyst class is: 214. Reactant: C([O:4][CH2:5][C:6]([CH3:50])([CH3:49])[CH2:7][N:8]1[C:14]2[CH:15]=[CH:16][C:17]([Cl:19])=[CH:18][C:13]=2[C@@H:12]([C:20]2[CH:25]=[CH:24][CH:23]=[C:22]([O:26][CH3:27])[C:21]=2[O:28][CH3:29])[O:11][C@H:10]([CH2:30][C:31]([NH:33][C:34]2[CH:35]=[C:36]3[C:40](=[CH:41][CH:42]=2)[NH:39][C:38]([C:43]([O:45]CC)=[O:44])=[CH:37]3)=[O:32])[C:9]1=[O:48])(=O)C.[OH-].[Na+].Cl. Product: [Cl:19][C:17]1[CH:16]=[CH:15][C:14]2[N:8]([CH2:7][C:6]([CH3:50])([CH3:49])[CH2:5][OH:4])[C:9](=[O:48])[C@@H:10]([CH2:30][C:31]([NH:33][C:34]3[CH:35]=[C:36]4[C:40](=[CH:41][CH:42]=3)[NH:39][C:38]([C:43]([OH:45])=[O:44])=[CH:37]4)=[O:32])[O:11][C@H:12]([C:20]3[CH:25]=[CH:24][CH:23]=[C:22]([O:26][CH3:27])[C:21]=3[O:28][CH3:29])[C:13]=2[CH:18]=1. (7) Reactant: C[O:2][C:3](=O)[CH2:4][N:5]1[C:10]2[CH:11]=[C:12]([Cl:19])[C:13]([O:15][CH:16]([CH3:18])[CH3:17])=[CH:14][C:9]=2[O:8][CH:7]([C:20]([N:22]2[CH2:27][CH2:26][C:25]([C:36]#[N:37])([CH2:28][C:29]3[CH:34]=[CH:33][C:32]([F:35])=[CH:31][CH:30]=3)[CH2:24][CH2:23]2)=[O:21])[CH2:6]1.[NH3:39]. Product: [Cl:19][C:12]1[C:13]([O:15][CH:16]([CH3:18])[CH3:17])=[CH:14][C:9]2[O:8][CH:7]([C:20]([N:22]3[CH2:23][CH2:24][C:25]([C:36]#[N:37])([CH2:28][C:29]4[CH:30]=[CH:31][C:32]([F:35])=[CH:33][CH:34]=4)[CH2:26][CH2:27]3)=[O:21])[CH2:6][N:5]([CH2:4][C:3]([NH2:39])=[O:2])[C:10]=2[CH:11]=1. The catalyst class is: 5.